From a dataset of Full USPTO retrosynthesis dataset with 1.9M reactions from patents (1976-2016). Predict the reactants needed to synthesize the given product. (1) Given the product [ClH:1].[CH2:16]([C:6]1([CH2:5][CH2:4][CH2:3][CH2:2][N:28]2[CH2:27][CH:26]=[C:25]([C:22]3[CH:23]=[CH:24][C:19]([F:18])=[CH:20][CH:21]=3)[CH2:30][CH2:29]2)[C:14]2[C:9](=[CH:10][CH:11]=[CH:12][CH:13]=2)[NH:8][C:7]1=[O:15])[CH3:17], predict the reactants needed to synthesize it. The reactants are: [Cl:1][CH2:2][CH2:3][CH2:4][CH2:5][C:6]1([CH2:16][CH3:17])[C:14]2[C:9](=[CH:10][CH:11]=[CH:12][CH:13]=2)[NH:8][C:7]1=[O:15].[F:18][C:19]1[CH:24]=[CH:23][C:22]([C:25]2[CH2:26][CH2:27][NH:28][CH2:29][CH:30]=2)=[CH:21][CH:20]=1. (2) Given the product [I:1][C:2]1[CH:3]=[C:4]([N+:9]([O-:11])=[O:10])[C:5]([Cl:18])=[N:6][CH:7]=1, predict the reactants needed to synthesize it. The reactants are: [I:1][C:2]1[CH:3]=[C:4]([N+:9]([O-:11])=[O:10])[C:5](N)=[N:6][CH:7]=1.N([O-])=O.[Na+].[NH4+].[OH-].[ClH:18]. (3) Given the product [Br:1][C:18]1[C:10]([F:9])=[C:11]2[C:15](=[CH:16][CH:17]=1)[NH:14][C:13](=[O:19])[C:12]12[CH2:21][CH2:20]1, predict the reactants needed to synthesize it. The reactants are: [Br:1]N1C(=O)CCC1=O.[F:9][C:10]1[CH:18]=[CH:17][CH:16]=[C:15]2[C:11]=1[C:12]1([CH2:21][CH2:20]1)[C:13](=[O:19])[NH:14]2.C(#N)C.